From a dataset of Choline transporter screen with 302,306 compounds. Binary Classification. Given a drug SMILES string, predict its activity (active/inactive) in a high-throughput screening assay against a specified biological target. (1) The compound is Clc1c(Cn2nc(c3c(ccc(c3)C)C)ccc2=O)c(F)ccc1. The result is 0 (inactive). (2) The drug is O=Cc1c(n(C(C)C)c(c1)C)C. The result is 0 (inactive). (3) The compound is s1c(c(cc1)C)C(=O)Nc1sccn1. The result is 0 (inactive). (4) The compound is O(C1CCN(CC1)Cc1ncccc1)c1ccc(cc1)C(=O)N(Cc1c(nn(c1)C)C)C. The result is 0 (inactive). (5) The drug is O=C1N(C(=O)C(/c2c1cccc2)=C\Nc1ccc(OCC)cc1)c1nc(ccc1)C. The result is 0 (inactive). (6) The molecule is S1C(C(=O)N(CC(=O)NCCC=2CCCCC2)c2c1cccc2)CC. The result is 0 (inactive). (7) The drug is S1C(N(N=C1NC(=O)C)C(=O)C)(c1cc([N+]([O-])=O)ccc1)C. The result is 0 (inactive). (8) The result is 0 (inactive). The compound is s1c(CC(=O)N(C(C(=O)NC2CCCC2)c2cc(OC)c(OC)cc2)Cc2cccnc2)ccc1.